Dataset: Forward reaction prediction with 1.9M reactions from USPTO patents (1976-2016). Task: Predict the product of the given reaction. (1) Given the reactants [CH:1]1[C:6]([N+:7]([O-:9])=[O:8])=[CH:5][CH:4]=[C:3]([OH:10])[CH:2]=1.[Br:11][CH2:12][CH2:13][CH2:14][CH2:15]Br, predict the reaction product. The product is: [Br:11][CH2:12][CH2:13][CH2:14][CH2:15][O:10][C:3]1[CH:4]=[CH:5][C:6]([N+:7]([O-:9])=[O:8])=[CH:1][CH:2]=1. (2) The product is: [F:1][C:2]1[C:3]([F:12])=[CH:4][C:5]2[S:9][C:8](=[N:10][C:19](=[O:20])[C:18]3[CH:22]=[CH:23][C:15]([O:14][CH3:13])=[CH:16][CH:17]=3)[N:7]([CH:25]([CH2:30][CH3:31])[C:26]([OH:28])=[O:27])[C:6]=2[CH:11]=1. Given the reactants [F:1][C:2]1[C:3]([F:12])=[CH:4][C:5]2[S:9][C:8]([NH2:10])=[N:7][C:6]=2[CH:11]=1.[CH3:13][O:14][C:15]1[CH:23]=[CH:22][C:18]([C:19](Cl)=[O:20])=[CH:17][CH:16]=1.Br[CH:25]([CH2:30][CH3:31])[C:26]([O:28]C)=[O:27].COC1C=CC2N=C(N)SC=2C=1.ClC1C=C(C=CC=1)C(Cl)=O.BrCC(OCC)=O, predict the reaction product.